Task: Regression. Given a peptide amino acid sequence and an MHC pseudo amino acid sequence, predict their binding affinity value. This is MHC class II binding data.. Dataset: Peptide-MHC class II binding affinity with 134,281 pairs from IEDB (1) The peptide sequence is KEAKTSSDTQIPGVC. The MHC is DRB1_0101 with pseudo-sequence DRB1_0101. The binding affinity (normalized) is 0.0543. (2) The peptide sequence is NKFVSPKSVIGTFVA. The MHC is DRB1_0404 with pseudo-sequence DRB1_0404. The binding affinity (normalized) is 0.344. (3) The peptide sequence is SPLTASKLTYENVKM. The MHC is HLA-DQA10104-DQB10503 with pseudo-sequence HLA-DQA10104-DQB10503. The binding affinity (normalized) is 0.189. (4) The MHC is DRB1_0101 with pseudo-sequence DRB1_0101. The peptide sequence is FLCLFLLPSLATVAY. The binding affinity (normalized) is 1.00. (5) The peptide sequence is KFKVAATAANAAPAN. The MHC is DRB1_0802 with pseudo-sequence DRB1_0802. The binding affinity (normalized) is 0.554. (6) The binding affinity (normalized) is 0.322. The peptide sequence is EPLQGPFNFRFLTEKGMKNV. The MHC is DRB1_0701 with pseudo-sequence DRB1_0701. (7) The peptide sequence is EKKYFAATGFEPLAA. The binding affinity (normalized) is 1.00. The MHC is HLA-DPA10103-DPB10401 with pseudo-sequence HLA-DPA10103-DPB10401.